Dataset: Full USPTO retrosynthesis dataset with 1.9M reactions from patents (1976-2016). Task: Predict the reactants needed to synthesize the given product. (1) Given the product [OH:38][C:36]([CH3:39])([CH3:37])[CH2:35][N:32]1[CH:33]=[CH:34][C:30]([NH:29][C:12](=[O:14])[C@@H:11]([C:8]2[CH:9]=[CH:10][C:5]([S:2]([CH3:1])(=[O:4])=[O:3])=[C:6]([CH3:22])[CH:7]=2)[CH2:15][CH:16]2[CH2:21][CH2:20][O:19][CH2:18][CH2:17]2)=[N:31]1, predict the reactants needed to synthesize it. The reactants are: [CH3:1][S:2]([C:5]1[CH:10]=[CH:9][C:8]([C@@H:11]([CH2:15][CH:16]2[CH2:21][CH2:20][O:19][CH2:18][CH2:17]2)[C:12]([OH:14])=O)=[CH:7][C:6]=1[CH3:22])(=[O:4])=[O:3].C(Cl)(=O)C(Cl)=O.[NH2:29][C:30]1[CH:34]=[CH:33][N:32]([CH2:35][C:36]([CH3:39])([OH:38])[CH3:37])[N:31]=1.N1C(C)=CC=CC=1C. (2) Given the product [Cl:29][CH:28]([CH2:17][C:4]1[O:3][C:2]([CH3:1])=[N:6][C:5]=1[C:7]1[CH:16]=[CH:15][C:14]2[CH2:13][CH2:12][CH2:11][CH2:10][C:9]=2[CH:8]=1)[C:27]([OH:20])=[O:26], predict the reactants needed to synthesize it. The reactants are: [CH3:1][C:2]1[O:3][C:4]([CH2:17]O)=[C:5]([C:7]2[CH:16]=[CH:15][C:14]3[CH2:13][CH2:12][CH2:11][CH2:10][C:9]=3[CH:8]=2)[N:6]=1.S(Cl)(Cl)=[O:20].C([O:26][CH2:27][CH2:28][Cl:29])(=O)C.[H-].[Na+]. (3) Given the product [F:1][C:2]1[CH:3]=[C:4]([C:11]2[CH:16]=[CH:15][C:14]([CH:17]([C:29]3[CH:34]=[CH:33][CH:32]=[CH:31][C:30]=3[CH3:35])[CH2:18]/[C:19](=[N:37]\[OH:38])/[C:21]3[CH:26]=[CH:25][C:24](=[O:27])[N:23]([CH3:28])[CH:22]=3)=[CH:13][CH:12]=2)[CH:5]=[CH:6][C:7]=1[C:8]([OH:10])=[O:9], predict the reactants needed to synthesize it. The reactants are: [F:1][C:2]1[CH:3]=[C:4]([C:11]2[CH:16]=[CH:15][C:14]([CH:17]([C:29]3[CH:34]=[CH:33][CH:32]=[CH:31][C:30]=3[CH3:35])[CH2:18][C:19]([C:21]3[CH:26]=[CH:25][C:24](=[O:27])[N:23]([CH3:28])[CH:22]=3)=O)=[CH:13][CH:12]=2)[CH:5]=[CH:6][C:7]=1[C:8]([OH:10])=[O:9].Cl.[NH2:37][OH:38].C([O-])(O)=O.[Na+]. (4) The reactants are: [OH:1][C:2]1[CH:25]=[CH:24][C:5]([CH2:6][N:7]([C:17]2[CH:22]=[CH:21][C:20](I)=[CH:19][CH:18]=2)[S:8]([C:11]2[CH:16]=[CH:15][CH:14]=[CH:13][CH:12]=2)(=[O:10])=[O:9])=[CH:4][CH:3]=1.[CH2:26]([OH:29])[CH:27]=[CH2:28].C(=O)(O)[O-].[Na+].O. Given the product [OH:1][C:2]1[CH:25]=[CH:24][C:5]([CH2:6][N:7]([C:17]2[CH:22]=[CH:21][C:20]([CH2:28][CH2:27][CH:26]=[O:29])=[CH:19][CH:18]=2)[S:8]([C:11]2[CH:16]=[CH:15][CH:14]=[CH:13][CH:12]=2)(=[O:10])=[O:9])=[CH:4][CH:3]=1, predict the reactants needed to synthesize it. (5) Given the product [C:9]([S:11][CH2:5][CH2:4][CH2:3][C:2]([F:8])([F:7])[F:1])(=[O:12])[CH3:10], predict the reactants needed to synthesize it. The reactants are: [F:1][C:2]([F:8])([F:7])[CH2:3][CH2:4][CH2:5]I.[C:9]([O-:12])(=[S:11])[CH3:10].[K+]. (6) The reactants are: Cl.[CH3:2][C:3]1[CH:7]=[CH:6][S:5][C:4]=1[C@H:8]1[CH2:11][CH2:10][C@H:9]1N.C([N:15](CC)CC)C.[F:20][C:21]([F:32])([F:31])[C:22]1[CH:30]=[CH:29][CH:28]=[CH:27][C:23]=1[C:24](Cl)=[O:25]. Given the product [CH3:2][C:3]1[CH:7]=[CH:6][S:5][C:4]=1[CH:8]1[CH2:11][CH2:10][CH:9]1[C:30]1[C:22]([C:21]([F:32])([F:31])[F:20])=[C:23]([CH:27]=[CH:28][CH:29]=1)[C:24]([NH2:15])=[O:25], predict the reactants needed to synthesize it.